This data is from Catalyst prediction with 721,799 reactions and 888 catalyst types from USPTO. The task is: Predict which catalyst facilitates the given reaction. (1) Reactant: [Cl:1][C:2]1[C:3]2[CH2:31][NH:30][C:29](=[O:32])[C:4]=2[C:5]([C:23]2[CH:24]=[N:25][N:26]([CH3:28])[CH:27]=2)=[N:6][C:7]=1[NH:8][C@@H:9]1[CH2:14][CH2:13][CH2:12][CH2:11][C@@H:10]1[NH:15]C(=O)OC(C)(C)C.Cl. Product: [NH2:15][C@H:10]1[CH2:11][CH2:12][CH2:13][CH2:14][C@H:9]1[NH:8][C:7]1[N:6]=[C:5]([C:23]2[CH:24]=[N:25][N:26]([CH3:28])[CH:27]=2)[C:4]2[C:29](=[O:32])[NH:30][CH2:31][C:3]=2[C:2]=1[Cl:1]. The catalyst class is: 52. (2) Reactant: [OH-].[Li+].[CH2:3]([O:10][C:11]1[CH:12]=[C:13]([NH:17][C:18]2[O:22][C:21]([C:23]3[NH:27][C:26]4[CH:28]=[CH:29][C:30]([C@H:32]5[CH2:37][CH2:36][C@H:35]([CH2:38][C:39]([O:41]C)=[O:40])[CH2:34][CH2:33]5)=[CH:31][C:25]=4[N:24]=3)=[N:20][N:19]=2)[CH:14]=[CH:15][CH:16]=1)[C:4]1[CH:9]=[CH:8][CH:7]=[CH:6][CH:5]=1.C1COCC1.C(O)(=O)CC(CC(O)=O)(C(O)=O)O. Product: [CH2:3]([O:10][C:11]1[CH:12]=[C:13]([NH:17][C:18]2[O:22][C:21]([C:23]3[NH:27][C:26]4[CH:28]=[CH:29][C:30]([C@H:32]5[CH2:33][CH2:34][C@H:35]([CH2:38][C:39]([OH:41])=[O:40])[CH2:36][CH2:37]5)=[CH:31][C:25]=4[N:24]=3)=[N:20][N:19]=2)[CH:14]=[CH:15][CH:16]=1)[C:4]1[CH:9]=[CH:8][CH:7]=[CH:6][CH:5]=1. The catalyst class is: 72. (3) Reactant: [F:1][C:2]([F:20])([F:19])[C:3]1[CH:8]=[CH:7][C:6]([C@H:9]2[C:18]3[N:17]=[CH:16][CH:15]=[CH:14][C:13]=3[CH2:12][CH2:11][NH:10]2)=[CH:5][CH:4]=1.[N:21]([C:24]1[CH:25]=[N:26][CH:27]=[CH:28][CH:29]=1)=[C:22]=[O:23]. Product: [N:26]1[CH:27]=[CH:28][CH:29]=[C:24]([NH:21][C:22]([N:10]2[C@@H:9]([C:6]3[CH:7]=[CH:8][C:3]([C:2]([F:1])([F:19])[F:20])=[CH:4][CH:5]=3)[C:18]3[N:17]=[CH:16][CH:15]=[CH:14][C:13]=3[CH2:12][CH2:11]2)=[O:23])[CH:25]=1. The catalyst class is: 2. (4) Reactant: [OH:1][C:2]1[CH:11]=[C:10]2[C:5]([C:6]([O:12][C:13]3[CH:14]=[C:15]4[C:19](=[CH:20][CH:21]=3)[NH:18][C:17]([CH3:22])=[CH:16]4)=[N:7][CH:8]=[N:9]2)=[CH:4][C:3]=1[O:23][CH3:24].C(=O)([O-])[O-].[K+].[K+].[CH3:31][N:32]([CH:34]=[O:35])[CH3:33]. Product: [CH3:24][O:23][C:3]1[CH:4]=[C:5]2[C:10](=[CH:11][C:2]=1[O:1][CH2:4][CH:5]1[CH2:10][CH2:31][N:32]([CH3:33])[C:34](=[O:35])[CH2:6]1)[N:9]=[CH:8][N:7]=[C:6]2[O:12][C:13]1[CH:14]=[C:15]2[C:19](=[CH:20][CH:21]=1)[NH:18][C:17]([CH3:22])=[CH:16]2. The catalyst class is: 21. (5) Reactant: [CH3:1][N:2]1[C:6]([N:7]2[CH:11]=[C:10]([C:12]3[CH:13]=[C:14]([CH:24]=[CH:25][CH:26]=3)[CH2:15][NH:16]C(=O)OC(C)(C)C)[N:9]=[CH:8]2)=[C:5]([C:27]([F:30])([F:29])[F:28])[C:4]([C:31]([F:37])([F:36])[C:32]([F:35])([F:34])[F:33])=[N:3]1.[ClH:38]. Product: [ClH:38].[CH3:1][N:2]1[C:6]([N:7]2[CH:11]=[C:10]([C:12]3[CH:13]=[C:14]([CH2:15][NH2:16])[CH:24]=[CH:25][CH:26]=3)[N:9]=[CH:8]2)=[C:5]([C:27]([F:30])([F:29])[F:28])[C:4]([C:31]([F:37])([F:36])[C:32]([F:33])([F:35])[F:34])=[N:3]1. The catalyst class is: 12. (6) Reactant: [Br:1][C:2]1[CH:7]=[C:6]([O:8][C:9]([F:12])([F:11])[F:10])[CH:5]=[CH:4][C:3]=1[NH:13][C:14]1[N:18]([CH2:19][CH2:20][CH2:21][C:22](OCC)=[O:23])[C:17]2[C:27]([CH:32]([CH2:35][CH3:36])[CH2:33][CH3:34])=[CH:28][CH:29]=[C:30]([Cl:31])[C:16]=2[N:15]=1.[BH4-].[Li+]. Product: [Br:1][C:2]1[CH:7]=[C:6]([O:8][C:9]([F:11])([F:10])[F:12])[CH:5]=[CH:4][C:3]=1[NH:13][C:14]1[N:18]([CH2:19][CH2:20][CH2:21][CH2:22][OH:23])[C:17]2[C:27]([CH:32]([CH2:35][CH3:36])[CH2:33][CH3:34])=[CH:28][CH:29]=[C:30]([Cl:31])[C:16]=2[N:15]=1. The catalyst class is: 7. (7) Product: [CH2:1]([O:8][C:9]1[CH:14]=[CH:13][C:12]([NH:15][C:16]2[C:25]3[C:20](=[CH:21][CH:22]=[C:23]([C:26]4[N:30]([CH3:31])[C:29]([CH2:32][N:38]5[CH2:45][CH2:44][CH2:43][C@H:39]5[C:40]([NH2:42])=[O:41])=[CH:28][N:27]=4)[CH:24]=3)[N:19]=[CH:18][N:17]=2)=[CH:11][CH:10]=1)[C:2]1[CH:3]=[CH:4][CH:5]=[CH:6][CH:7]=1. The catalyst class is: 4. Reactant: [CH2:1]([O:8][C:9]1[CH:14]=[CH:13][C:12]([NH:15][C:16]2[C:25]3[C:20](=[CH:21][CH:22]=[C:23]([C:26]4[N:30]([CH3:31])[C:29]([CH:32]=O)=[CH:28][N:27]=4)[CH:24]=3)[N:19]=[CH:18][N:17]=2)=[CH:11][CH:10]=1)[C:2]1[CH:7]=[CH:6][CH:5]=[CH:4][CH:3]=1.C(O)(=O)C.[NH:38]1[CH2:45][CH2:44][CH2:43][C@H:39]1[C:40]([NH2:42])=[O:41].C(O[BH3-])(=O)C.[Na+]. (8) Reactant: [F:1][C:2]([F:12])([F:11])[C:3]1[CH:4]=[C:5]([OH:10])[C:6]([OH:9])=[CH:7][CH:8]=1.[Br:13]Br. Product: [Br:13][C:7]1[CH:8]=[C:3]([C:2]([F:11])([F:12])[F:1])[CH:4]=[C:5]([OH:10])[C:6]=1[OH:9]. The catalyst class is: 53. (9) Reactant: C([O:3][C:4]([C:6]1[NH:10][C:9]2[CH:11]=[C:12]([C:14]3[CH:19]=[CH:18][C:17]([N+:20]([O-:22])=[O:21])=[CH:16][CH:15]=3)[O:13][C:8]=2[CH:7]=1)=O)C.C(OC(=O)C(CC)CCN1C(=S)N2C3C=C(C4C=CC([N+]([O-])=O)=CC=4)OC=3C=C2C1=O)C.[N:55]([CH2:58][CH2:59][CH2:60][C:61]#[N:62])=[C:56]=[S:57].C([O-])([O-])=O.[K+].[K+]. Product: [N+:20]([C:17]1[CH:16]=[CH:15][C:14]([C:12]2[O:13][C:8]3[CH:7]=[C:6]4[C:4](=[O:3])[N:55]([CH2:58][CH2:59][CH2:60][C:61]#[N:62])[C:56](=[S:57])[N:10]4[C:9]=3[CH:11]=2)=[CH:19][CH:18]=1)([O-:22])=[O:21]. The catalyst class is: 8.